This data is from Forward reaction prediction with 1.9M reactions from USPTO patents (1976-2016). The task is: Predict the product of the given reaction. Given the reactants [CH3:1][NH:2][CH2:3][C:4]1[CH:9]=[CH:8][C:7]([C:10]([N:12]2[CH2:18][C:17]3([CH3:20])[CH2:19][CH:13]2[CH2:14][C:15]([CH3:22])([CH3:21])[CH2:16]3)=[O:11])=[CH:6][CH:5]=1.[CH3:23][C:24]([CH3:29])=[CH:25][C:26](Cl)=[O:27], predict the reaction product. The product is: [CH3:1][N:2]([CH2:3][C:4]1[CH:9]=[CH:8][C:7]([C:10]([N:12]2[CH2:18][C:17]3([CH3:20])[CH2:19][CH:13]2[CH2:14][C:15]([CH3:22])([CH3:21])[CH2:16]3)=[O:11])=[CH:6][CH:5]=1)[C:26](=[O:27])[CH:25]=[C:24]([CH3:29])[CH3:23].